Predict the product of the given reaction. From a dataset of Forward reaction prediction with 1.9M reactions from USPTO patents (1976-2016). (1) Given the reactants [H-].[Na+].[C:3]1([NH:9][NH2:10])[CH:8]=[CH:7][CH:6]=[CH:5][CH:4]=1.Br[C:12]1[S:13][CH:14]=[CH:15][N:16]=1, predict the reaction product. The product is: [C:3]1([N:9]([C:12]2[S:13][CH:14]=[CH:15][N:16]=2)[NH2:10])[CH:8]=[CH:7][CH:6]=[CH:5][CH:4]=1. (2) Given the reactants [H-].[Al+3].[Li+].[H-].[H-].[H-].[F:7][C:8]1[CH:9]=[C:10]([CH2:32][CH:33]([C:39](OCC)=[O:40])[C:34](OCC)=[O:35])[CH:11]=[CH:12][C:13]=1[C:14]1[S:15][C:16]2[C:21]([N:22]=1)=[CH:20][CH:19]=[C:18]([C:23]1([C:26]3[CH:31]=[CH:30][CH:29]=[CH:28][CH:27]=3)[CH2:25][CH2:24]1)[N:17]=2, predict the reaction product. The product is: [F:7][C:8]1[CH:9]=[C:10]([CH2:32][CH:33]([CH2:39][OH:40])[CH2:34][OH:35])[CH:11]=[CH:12][C:13]=1[C:14]1[S:15][C:16]2[C:21]([N:22]=1)=[CH:20][CH:19]=[C:18]([C:23]1([C:26]3[CH:31]=[CH:30][CH:29]=[CH:28][CH:27]=3)[CH2:25][CH2:24]1)[N:17]=2. (3) Given the reactants I[C:2]1[C:3]([NH2:8])=[N:4][CH:5]=[CH:6][CH:7]=1.[C:9]([O:15][CH3:16])(=[O:14])[CH2:10][C:11]([CH3:13])=O.C1(C2C(O)=CC=C3C=2C=CC=C3)C(O)=CC=C2C=1C=CC=C2.C(=O)([O-])[O-].[Cs+].[Cs+], predict the reaction product. The product is: [CH3:13][C:11]1[NH:8][C:3]2=[N:4][CH:5]=[CH:6][CH:7]=[C:2]2[C:10]=1[C:9]([O:15][CH3:16])=[O:14]. (4) Given the reactants [NH:1]1[CH:5]=[N:4][C:3]([C:6]2[CH:7]=[C:8]3[C:12](=[CH:13][CH:14]=2)N(C2CCCCO2)N=[C:9]3[C:21]2[CH:22]=[C:23](O)[CH:24]=CC=2)=[N:2]1.[C:41]1(P([C:41]2[CH:46]=[CH:45][CH:44]=[CH:43][CH:42]=2)[C:41]2[CH:46]=[CH:45][CH:44]=[CH:43][CH:42]=2)[CH:46]=[CH:45][CH:44]=[CH:43][CH:42]=1.[N:47]([C:54](OCC)=O)=[N:48]C(OCC)=O.[CH3:59][O:60][CH2:61][CH2:62][OH:63].[O:64]1CCCC1, predict the reaction product. The product is: [NH:1]1[CH:5]=[N:4][C:3]([C:6]2[CH:14]=[C:13]([O:63][CH2:62][CH2:61][O:60][CH3:59])[C:12]([C:54]3[C:42]4[C:41](=[CH:46][CH:45]=[CH:44][CH:43]=4)[NH:48][N:47]=3)=[C:8]([CH:9]3[CH2:21][CH2:22][CH2:23][CH2:24][O:64]3)[CH:7]=2)=[N:2]1. (5) Given the reactants [C:1]([O:5][C:6]([N:8]1[CH2:13][CH2:12][CH2:11][CH2:10][C@H:9]1[CH2:14][NH2:15])=[O:7])([CH3:4])([CH3:3])[CH3:2].Cl[C:17]1[CH:22]=[CH:21][C:20]([C:23]#[N:24])=[CH:19][N:18]=1.C(N(C(C)C)CC)(C)C, predict the reaction product. The product is: [C:1]([O:5][C:6]([N:8]1[CH2:13][CH2:12][CH2:11][CH2:10][CH:9]1[CH2:14][NH:15][C:17]1[CH:22]=[CH:21][C:20]([C:23]#[N:24])=[CH:19][N:18]=1)=[O:7])([CH3:4])([CH3:3])[CH3:2]. (6) Given the reactants [Cl:1][C:2]1[CH:3]=[CH:4][C:5]2[O:10][CH:9]([C:11]([N:13]3[CH2:18][CH2:17][C:16]([C:27]#[N:28])([CH2:19][C:20]4[CH:25]=[CH:24][C:23]([F:26])=[CH:22][CH:21]=4)[CH2:15][CH2:14]3)=[O:12])[CH2:8][N:7]([C:29]#[N:30])[C:6]=2[CH:31]=1.[NH4+].[Cl-].[N-:34]=[N+:35]=[N-:36].[Na+], predict the reaction product. The product is: [Cl:1][C:2]1[CH:3]=[CH:4][C:5]2[O:10][CH:9]([C:11]([N:13]3[CH2:18][CH2:17][C:16]([CH2:19][C:20]4[CH:25]=[CH:24][C:23]([F:26])=[CH:22][CH:21]=4)([C:27]#[N:28])[CH2:15][CH2:14]3)=[O:12])[CH2:8][N:7]([C:29]3[N:34]=[N:35][NH:36][N:30]=3)[C:6]=2[CH:31]=1. (7) Given the reactants [CH2:1]([O:8][C:9]([CH3:21])([CH3:20])[C:10]([O:12]CC1C=CC=CC=1)=[O:11])[C:2]1[CH:7]=[CH:6][CH:5]=[CH:4][CH:3]=1.Cl, predict the reaction product. The product is: [CH2:1]([CH2:21][C:9]([O:8][CH2:1][C:2]1[CH:3]=[CH:4][CH:5]=[CH:6][CH:7]=1)([CH3:20])[C:10]([OH:12])=[O:11])[C:2]1[CH:7]=[CH:6][CH:5]=[CH:4][CH:3]=1.